Dataset: Reaction yield outcomes from USPTO patents with 853,638 reactions. Task: Predict the reaction yield, written as a fraction of the theoretical maximum amount of product (1.0 means a 100% yield; for example, 0.34 means a 34% yield). The catalyst is O.CO. The reactants are [OH-].[Li+].[CH:3]([C:6]1[CH:10]=[C:9]([CH3:11])[N:8]([CH2:12][C:13]([O:15]CC)=[O:14])[N:7]=1)([CH3:5])[CH3:4].Cl. The yield is 0.660. The product is [CH:3]([C:6]1[CH:10]=[C:9]([CH3:11])[N:8]([CH2:12][C:13]([OH:15])=[O:14])[N:7]=1)([CH3:5])[CH3:4].